This data is from Forward reaction prediction with 1.9M reactions from USPTO patents (1976-2016). The task is: Predict the product of the given reaction. (1) Given the reactants [BH4-].[Na+].CO.[F:5][C:6]1[CH:15]=[CH:14][CH:13]=[C:12]2[C:7]=1[C:8](=[O:28])[C:9]([CH3:27])([CH3:26])[N:10]=[C:11]2[C:16]1[CH:17]=[N:18][C:19]2[C:24]([CH:25]=1)=[CH:23][CH:22]=[CH:21][CH:20]=2, predict the reaction product. The product is: [F:5][C:6]1[CH:15]=[CH:14][CH:13]=[C:12]2[C:7]=1[CH:8]([OH:28])[C:9]([CH3:26])([CH3:27])[N:10]=[C:11]2[C:16]1[CH:17]=[N:18][C:19]2[C:24]([CH:25]=1)=[CH:23][CH:22]=[CH:21][CH:20]=2. (2) Given the reactants [F:1][C:2]1[C:7]2[N:8]=[CH:9][S:10][C:6]=2[CH:5]=[C:4]([C:11]([OH:13])=O)[C:3]=1[NH:14][C:15]1[CH:20]=[CH:19][C:18]([Br:21])=[CH:17][C:16]=1[Cl:22].C1C=CC2N(O)N=NC=2C=1.CCN=C=NCCCN(C)C.[CH3:44][C:45]1([CH3:53])[O:49][CH:48]([CH2:50][O:51][NH2:52])[CH2:47][O:46]1.[NH4+].[Cl-], predict the reaction product. The product is: [CH3:44][C:45]1([CH3:53])[O:49][CH:48]([CH2:50][O:51][NH:52][C:11]([C:4]2[C:3]([NH:14][C:15]3[CH:20]=[CH:19][C:18]([Br:21])=[CH:17][C:16]=3[Cl:22])=[C:2]([F:1])[C:7]3[N:8]=[CH:9][S:10][C:6]=3[CH:5]=2)=[O:13])[CH2:47][O:46]1.